Dataset: Forward reaction prediction with 1.9M reactions from USPTO patents (1976-2016). Task: Predict the product of the given reaction. (1) The product is: [F:1][C:2]1[CH:21]=[C:20]([NH:22][C:25]([NH:33][C:31](=[O:30])[CH2:27][C:28]2[CH:18]=[CH:3][C:2]([F:1])=[CH:21][CH:29]=2)=[O:26])[CH:19]=[CH:18][C:3]=1[O:4][C:5]1[CH:10]=[CH:9][N:8]=[C:7]2[NH:11][CH:12]=[C:13]([C:14]([O:16][CH3:17])=[O:15])[C:6]=12. Given the reactants [F:1][C:2]1[CH:21]=[C:20]([N+:22]([O-])=O)[CH:19]=[CH:18][C:3]=1[O:4][C:5]1[CH:10]=[CH:9][N:8]=[C:7]2[NH:11][CH:12]=[C:13]([C:14]([O:16][CH3:17])=[O:15])[C:6]=12.[CH3:25][OH:26].[CH2:27]1[CH2:31][O:30][CH2:29][CH2:28]1.[Cl-].[NH4+:33], predict the reaction product. (2) Given the reactants [C:1]12([CH2:11][C:12]([OH:14])=O)[CH2:10][CH:5]3[CH2:6][CH:7]([CH2:9][CH:3]([CH2:4]3)[CH2:2]1)[CH2:8]2.C(Cl)CCl.C1C=CC2N(O)N=NC=2C=1.[NH2:29][CH2:30][CH2:31][O:32][CH2:33][CH2:34][NH2:35], predict the reaction product. The product is: [C:1]12([CH2:11][C:12]([NH:29][CH2:30][CH2:31][O:32][CH2:33][CH2:34][NH2:35])=[O:14])[CH2:10][CH:5]3[CH2:4][CH:3]([CH2:9][CH:7]([CH2:6]3)[CH2:8]1)[CH2:2]2. (3) Given the reactants Cl.[CH2:2]([O:9][C:10]1[C:11]([C:24]([O:26][C:27]([CH3:30])([CH3:29])[CH3:28])=[O:25])=[N:12][C:13]([CH2:17][CH:18]2[CH2:23][CH2:22][NH:21][CH2:20][CH2:19]2)=[N:14][C:15]=1[CH3:16])[C:3]1[CH:8]=[CH:7][CH:6]=[CH:5][CH:4]=1.Cl[C:32]1[S:33][C:34]2[CH:40]=[CH:39][CH:38]=[CH:37][C:35]=2[N:36]=1.C(N(C(C)C)CC)(C)C, predict the reaction product. The product is: [S:33]1[C:34]2[CH:40]=[CH:39][CH:38]=[CH:37][C:35]=2[N:36]=[C:32]1[N:21]1[CH2:22][CH2:23][CH:18]([CH2:17][C:13]2[N:12]=[C:11]([C:24]([O:26][C:27]([CH3:30])([CH3:29])[CH3:28])=[O:25])[C:10]([O:9][CH2:2][C:3]3[CH:4]=[CH:5][CH:6]=[CH:7][CH:8]=3)=[C:15]([CH3:16])[N:14]=2)[CH2:19][CH2:20]1. (4) Given the reactants [CH2:1]([C:8]1[C:9]2[C:17]([OH:18])=[C:16](C(OCC)=O)[C:15](=[O:24])[N:14]([O:25][CH2:26][C:27]3[CH:32]=[CH:31][CH:30]=[CH:29][CH:28]=3)[C:10]=2[N:11]=[CH:12][N:13]=1)[C:2]1[CH:7]=[CH:6][CH:5]=[CH:4][CH:3]=1.Cl.O1CCOCC1.C(OCC)(=O)C, predict the reaction product. The product is: [CH2:1]([C:8]1[C:9]2[C:17]([OH:18])=[CH:16][C:15](=[O:24])[N:14]([O:25][CH2:26][C:27]3[CH:32]=[CH:31][CH:30]=[CH:29][CH:28]=3)[C:10]=2[N:11]=[CH:12][N:13]=1)[C:2]1[CH:3]=[CH:4][CH:5]=[CH:6][CH:7]=1.